From a dataset of Forward reaction prediction with 1.9M reactions from USPTO patents (1976-2016). Predict the product of the given reaction. Given the reactants [NH2:1][NH:2][C:3]([C:5]1[C:10]([Br:11])=[CH:9][CH:8]=[CH:7][N:6]=1)=[NH:4].[CH3:12][O:13][C:14]1[CH:15]=[C:16]([CH:19]=[CH:20][CH:21]=1)[CH:17]=O, predict the reaction product. The product is: [Br:11][C:10]1[C:5]([C:3]2[N:4]=[C:17]([C:16]3[CH:19]=[CH:20][CH:21]=[C:14]([O:13][CH3:12])[CH:15]=3)[NH:1][N:2]=2)=[N:6][CH:7]=[CH:8][CH:9]=1.